This data is from Experimentally validated miRNA-target interactions with 360,000+ pairs, plus equal number of negative samples. The task is: Binary Classification. Given a miRNA mature sequence and a target amino acid sequence, predict their likelihood of interaction. (1) The miRNA is dre-let-7f with sequence UGAGGUAGUAGAUUGUAUAGUU. The protein sequence of the target gene is MHRPRRRGTRPPPLALLAALLLAARGADAQETELSVSAELVPTSSWNTSSEIDKGSYLTLDEPMNNITTSLGQTAELHCKVSGNPPPSIRWFKNDAPVVQEPRRISFRATNYGSRLRIRNLDTTDTGYFQCVATNGKKVVSTTGVLFVKFGPPPTASPGSSDEYEEDGFCQPYRGIACARFIGNRTVYMESLHMQGEIENQITAAFTMIGTSSHLSDKCSQFAIPSLCHYAFPYCDETSSVPKPRDLCRDECEVLENVLCQTEYIFARSNPMILMRLKLPNCEDLPQPESPEAANCIRIG.... Result: 0 (no interaction). (2) The miRNA is hsa-miR-512-5p with sequence CACUCAGCCUUGAGGGCACUUUC. The protein sequence of the target gene is MVRTKADSVPGTYRKVVAARAPRKVLGSSTSATNSTSVSSRKAENKYAGGNPVCVRPTPKWQKGIGEFFRLSPKDSEKENQIPEEAGSSGLGKAKRKACPLQPDHTNDEKE. Result: 1 (interaction).